The task is: Regression/Classification. Given a drug SMILES string, predict its absorption, distribution, metabolism, or excretion properties. Task type varies by dataset: regression for continuous measurements (e.g., permeability, clearance, half-life) or binary classification for categorical outcomes (e.g., BBB penetration, CYP inhibition). Dataset: cyp2c9_veith.. This data is from CYP2C9 inhibition data for predicting drug metabolism from PubChem BioAssay. The molecule is O=C(c1ccccc1)c1cc(F)c(N2CCOCC2)cc1Cl. The result is 0 (non-inhibitor).